From a dataset of Peptide-MHC class I binding affinity with 185,985 pairs from IEDB/IMGT. Regression. Given a peptide amino acid sequence and an MHC pseudo amino acid sequence, predict their binding affinity value. This is MHC class I binding data. (1) The peptide sequence is KGHLPLLDK. The binding affinity (normalized) is 0.0847. The MHC is HLA-A02:03 with pseudo-sequence HLA-A02:03. (2) The peptide sequence is DWMDRIEEF. The MHC is HLA-B51:01 with pseudo-sequence HLA-B51:01. The binding affinity (normalized) is 0.0847. (3) The peptide sequence is LPCVLWPVL. The MHC is HLA-B58:01 with pseudo-sequence HLA-B58:01. The binding affinity (normalized) is 0.0824. (4) The peptide sequence is WPAGRLVEA. The MHC is HLA-B27:05 with pseudo-sequence HLA-B27:05. The binding affinity (normalized) is 0.361. (5) The peptide sequence is PSDTIHASF. The MHC is HLA-B07:02 with pseudo-sequence HLA-B07:02. The binding affinity (normalized) is 0.0847. (6) The MHC is HLA-B27:03 with pseudo-sequence HLA-B27:03. The peptide sequence is NTAINFFLY. The binding affinity (normalized) is 0.0847. (7) The peptide sequence is LICYQIEYI. The MHC is HLA-A02:12 with pseudo-sequence HLA-A02:12. The binding affinity (normalized) is 0.0847.